From a dataset of Peptide-MHC class II binding affinity with 134,281 pairs from IEDB. Regression. Given a peptide amino acid sequence and an MHC pseudo amino acid sequence, predict their binding affinity value. This is MHC class II binding data. (1) The MHC is DRB4_0101 with pseudo-sequence DRB4_0103. The peptide sequence is DIVIYSKYGGTEIKY. The binding affinity (normalized) is 0. (2) The peptide sequence is GVTVDSIGMLPR. The MHC is DRB1_0405 with pseudo-sequence DRB1_0405. The binding affinity (normalized) is 0. (3) The peptide sequence is SKSDDQIWLSQWFMN. The MHC is H-2-IAb with pseudo-sequence H-2-IAb. The binding affinity (normalized) is 0.